Dataset: Full USPTO retrosynthesis dataset with 1.9M reactions from patents (1976-2016). Task: Predict the reactants needed to synthesize the given product. (1) Given the product [C:14]([NH:13][C:11]1[S:12][C:8]2[CH:7]=[C:6]([O:5][C:4]3[CH:3]=[C:2]([NH:1][C:31](=[O:32])[C:30]4[CH:34]=[CH:35][CH:36]=[C:28]([O:27][C:23]([CH3:22])([CH3:26])[C:24]#[CH:25])[CH:29]=4)[CH:21]=[CH:20][CH:19]=3)[CH:18]=[CH:17][C:9]=2[N:10]=1)(=[O:16])[CH3:15], predict the reactants needed to synthesize it. The reactants are: [NH2:1][C:2]1[CH:3]=[C:4]([CH:19]=[CH:20][CH:21]=1)[O:5][C:6]1[CH:18]=[CH:17][C:9]2[N:10]=[C:11]([NH:13][C:14](=[O:16])[CH3:15])[S:12][C:8]=2[CH:7]=1.[CH3:22][C:23]([O:27][C:28]1[CH:29]=[C:30]([CH:34]=[CH:35][CH:36]=1)[C:31](O)=[O:32])([CH3:26])[C:24]#[CH:25].F[P-](F)(F)(F)(F)F.N1(OC(N(C)C)=[N+](C)C)C2N=CC=CC=2N=N1.O. (2) Given the product [CH3:8][N:9]1[CH2:14][CH2:13][N:12]([C:2]2[CH:7]=[CH:6][CH:5]=[CH:4][CH:3]=2)[CH2:11][CH2:10]1, predict the reactants needed to synthesize it. The reactants are: Br[C:2]1[CH:7]=[CH:6][CH:5]=[CH:4][CH:3]=1.[CH3:8][N:9]1[CH2:14][CH2:13][NH:12][CH2:11][CH2:10]1.CC(C)([O-])C.[K+]. (3) Given the product [N:5]1([CH2:4][CH2:3][O:17][C:18]2[CH:19]=[CH:20][C:21]3[N:43]([CH:44]=2)[C:24]2[N:25]([C:34]4[CH:39]=[CH:38][C:37]([N+:40]([O-:42])=[O:41])=[CH:36][CH:35]=4)[C:26](=[O:33])[C:27]4[C:32]([C:23]=2[N:22]=3)=[CH:31][CH:30]=[CH:29][CH:28]=4)[CH2:10][CH2:9][O:8][CH2:7][CH2:6]1, predict the reactants needed to synthesize it. The reactants are: Cl.Cl[CH2:3][CH2:4][N:5]1[CH2:10][CH2:9][O:8][CH2:7][CH2:6]1.C(=O)([O-])[O-].[K+].[K+].[OH:17][C:18]1[CH:19]=[CH:20][C:21]2[N:43]([CH:44]=1)[C:24]1[N:25]([C:34]3[CH:39]=[CH:38][C:37]([N+:40]([O-:42])=[O:41])=[CH:36][CH:35]=3)[C:26](=[O:33])[C:27]3[C:32]([C:23]=1[N:22]=2)=[CH:31][CH:30]=[CH:29][CH:28]=3. (4) Given the product [C:4]([C:3]1[CH:7]=[C:8]([CH:9]=[CH:10][C:2]=1[Cl:1])[O:11][C@H:21]1[CH2:17][CH2:18][N:19]([C:22]([O:24][C:25]([CH3:28])([CH3:27])[CH3:26])=[O:23])[CH2:20]1)(=[O:5])[NH2:6], predict the reactants needed to synthesize it. The reactants are: [Cl:1][C:2]1[CH:10]=[CH:9][C:8]([OH:11])=[CH:7][C:3]=1[C:4]([NH2:6])=[O:5].CS(O[C@H:17]1[CH2:21][CH2:20][N:19]([C:22]([O:24][C:25]([CH3:28])([CH3:27])[CH3:26])=[O:23])[CH2:18]1)(=O)=O.C(=O)([O-])[O-].[Cs+].[Cs+]. (5) Given the product [NH2:30][C:27]1[N:28]=[CH:29][C:24]([C:12]2[N:13]=[C:14]([N:18]3[CH2:23][CH2:22][O:21][CH2:20][CH2:19]3)[C:15]3[N:16]=[CH:17][C:8]([C:4]4[CH:3]=[C:2]([NH:1][C:43](=[O:44])[CH3:42])[CH:7]=[CH:6][CH:5]=4)=[CH:9][C:10]=3[N:11]=2)=[CH:25][N:26]=1, predict the reactants needed to synthesize it. The reactants are: [NH2:1][C:2]1[CH:3]=[C:4]([C:8]2[CH:17]=[N:16][C:15]3[C:14]([N:18]4[CH2:23][CH2:22][O:21][CH2:20][CH2:19]4)=[N:13][C:12]([C:24]4[CH:25]=[N:26][C:27]([NH:30]C(=O)OC(C)(C)C)=[N:28][CH:29]=4)=[N:11][C:10]=3[CH:9]=2)[CH:5]=[CH:6][CH:7]=1.C(Cl)Cl.F[C:42](F)(F)[C:43](O)=[O:44].CO. (6) Given the product [F:40][C:41]([F:61])([F:62])[C:42]1[CH:43]=[C:44]([CH:54]=[C:55]([C:57]([F:60])([F:59])[F:58])[CH:56]=1)[CH2:45][C:46]1[CH:52]=[CH:51][C:49]([NH:50][C:5](=[O:7])[C:4]2[C:3](=[C:2]([I:1])[CH:10]=[CH:9][CH:8]=2)[C:11]([NH:13][C@@H:14]([CH3:18])[CH2:15][S:16][CH3:17])=[O:12])=[C:48]([CH3:53])[CH:47]=1, predict the reactants needed to synthesize it. The reactants are: [I:1][C:2]1[CH:10]=[CH:9][CH:8]=[C:4]([C:5]([OH:7])=O)[C:3]=1[C:11]([NH:13][C@@H:14]([CH3:18])[CH2:15][S:16][CH3:17])=[O:12].Cl.CN(C)CCCN1C=CN(C(N2C=CN(CC)C2)=O)C1.[F:40][C:41]([F:62])([F:61])[C:42]1[CH:43]=[C:44]([CH:54]=[C:55]([C:57]([F:60])([F:59])[F:58])[CH:56]=1)[CH2:45][C:46]1[CH:52]=[CH:51][C:49]([NH2:50])=[C:48]([CH3:53])[CH:47]=1.O.C1(C)C=CC(S(O)(=O)=O)=CC=1. (7) Given the product [ClH:1].[ClH:1].[F:21][C:22]1[CH:27]=[C:26]([C:2]2[CH:11]=[C:10]3[C:5]([C:6]([NH:18][CH3:19])=[N:7][C:8]([C:12]4[CH:13]=[N:14][CH:15]=[CH:16][CH:17]=4)=[N:9]3)=[CH:4][C:3]=2[CH3:20])[CH:25]=[CH:24][CH:23]=1, predict the reactants needed to synthesize it. The reactants are: [Cl:1][C:2]1[CH:11]=[C:10]2[C:5]([C:6]([NH:18][CH3:19])=[N:7][C:8]([C:12]3[CH:13]=[N:14][CH:15]=[CH:16][CH:17]=3)=[N:9]2)=[CH:4][C:3]=1[CH3:20].[F:21][C:22]1[CH:23]=[C:24](B(O)O)[CH:25]=[CH:26][CH:27]=1.C1(P(C2CCCCC2)C2C=CC=CC=2C2C(OC)=CC=CC=2OC)CCCCC1.[O-]P([O-])([O-])=O.[K+].[K+].[K+]. (8) Given the product [CH2:5]([NH:4][C:3]1[C:2]([C:20]2[CH:2]=[CH:3][CH:17]=[CH:18][CH:19]=2)=[CH:20][CH:19]=[C:18]([C:22]2[C:21]([NH:4][CH2:5][CH2:6][CH2:7][CH2:8][CH2:9][CH2:10][CH2:11][CH2:12][CH2:13][CH2:14][CH2:15][CH3:16])=[CH:26][CH:25]=[CH:24][CH:23]=2)[CH:17]=1)[CH2:6][CH2:7][CH2:8][CH2:9][CH2:10][CH2:11][CH2:12][CH2:13][CH2:14][CH2:15][CH3:16], predict the reactants needed to synthesize it. The reactants are: Br[C:2]1[CH:20]=[CH:19][CH:18]=[CH:17][C:3]=1[NH:4][CH2:5][CH2:6][CH2:7][CH2:8][CH2:9][CH2:10][CH2:11][CH2:12][CH2:13][CH2:14][CH2:15][CH3:16].[C:21]1(B(O)O)[CH:26]=[CH:25][C:24](B(O)O)=[CH:23][CH:22]=1.C([O-])([O-])=O.[Na+].[Na+].O. (9) Given the product [Cl:1][C:2]1[CH:3]=[CH:4][C:5]2[N:11]3[C:12]([C:15]([F:17])([F:18])[F:16])=[N:13][N:14]=[C:10]3[C@@H:9]([CH2:19][C:20]([OH:22])=[O:21])[S:8][C@H:7]([C:26]3[C:35]4[C:30](=[CH:31][CH:32]=[CH:33][CH:34]=4)[CH:29]=[CH:28][CH:27]=3)[C:6]=2[CH:36]=1, predict the reactants needed to synthesize it. The reactants are: [Cl:1][C:2]1[CH:3]=[CH:4][C:5]2[N:11]3[C:12]([C:15]([F:18])([F:17])[F:16])=[N:13][N:14]=[C:10]3[C@@H:9]([CH2:19][C:20]([O:22]C(C)C)=[O:21])[S:8][C@H:7]([C:26]3[C:35]4[C:30](=[CH:31][CH:32]=[CH:33][CH:34]=4)[CH:29]=[CH:28][CH:27]=3)[C:6]=2[CH:36]=1.Cl.